Task: Predict which catalyst facilitates the given reaction.. Dataset: Catalyst prediction with 721,799 reactions and 888 catalyst types from USPTO (1) Reactant: [CH3:1][O:2][C:3]1[CH:4]=[C:5]([CH:8]=[CH:9][C:10]=1[O:11][CH3:12])[CH:6]=O.[CH3:13][Si]([N-][Si](C)(C)C)(C)C.[Li+].C[Mg]Br.[NH4+:26].[Cl-:27]. Product: [ClH:27].[CH3:1][O:2][C:3]1[C:4]([CH3:13])=[C:5]([CH:8]=[CH:9][C:10]=1[O:11][CH3:12])[CH2:6][NH2:26]. The catalyst class is: 1. (2) Reactant: [CH3:1][O:2][C:3]([C:5]1[S:9][C:8]([N:10]2[CH2:15][CH2:14][NH:13][CH2:12][CH2:11]2)=[N:7][CH:6]=1)=[O:4].[F:16][C:17]([F:29])([F:28])[C:18]1[CH:23]=[CH:22][C:21]([S:24](Cl)(=[O:26])=[O:25])=[CH:20][CH:19]=1.C(N(CC)CC)C.O. Product: [CH3:1][O:2][C:3]([C:5]1[S:9][C:8]([N:10]2[CH2:11][CH2:12][N:13]([S:24]([C:21]3[CH:20]=[CH:19][C:18]([C:17]([F:16])([F:28])[F:29])=[CH:23][CH:22]=3)(=[O:26])=[O:25])[CH2:14][CH2:15]2)=[N:7][CH:6]=1)=[O:4]. The catalyst class is: 4. (3) Reactant: [CH3:1][N:2]1[C:6]2=[N:7][CH:8]=[C:9]([C:11]([F:14])([F:13])[F:12])[CH:10]=[C:5]2[N:4]=[C:3]1[C:15]1[CH:20]=[CH:19][CH:18]=[CH:17][C:16]=1[S:21][CH3:22].CO.I([O-])(=O)(=O)=[O:26].[Na+].C(=O)([O-])O.[Na+]. Product: [CH3:22][S:21]([C:16]1[CH:17]=[CH:18][CH:19]=[CH:20][C:15]=1[C:3]1[N:2]([CH3:1])[C:6]2=[N:7][CH:8]=[C:9]([C:11]([F:14])([F:13])[F:12])[CH:10]=[C:5]2[N:4]=1)=[O:26]. The catalyst class is: 6. (4) Product: [CH2:86]([NH:93][C:2]1[N:7]=[CH:6][C:5]([CH2:8][N:9]2[CH2:33][CH2:32][C:12]3([N:16]([C:17]4[CH:22]=[CH:21][CH:20]=[C:19]([F:23])[CH:18]=4)[C:15](=[O:24])[N:14]=[C:13]3[NH:25][CH:26]3[CH2:31][CH2:30][CH2:29][CH2:28][CH2:27]3)[CH2:11][CH2:10]2)=[CH:4][CH:3]=1)[C:87]1[CH:92]=[CH:91][CH:90]=[CH:89][CH:88]=1. Reactant: Br[C:2]1[N:7]=[CH:6][C:5]([CH2:8][N:9]2[CH2:33][CH2:32][C:12]3([N:16]([C:17]4[CH:22]=[CH:21][CH:20]=[C:19]([F:23])[CH:18]=4)[C:15](=[O:24])[N:14]=[C:13]3[NH:25][CH:26]3[CH2:31][CH2:30][CH2:29][CH2:28][CH2:27]3)[CH2:11][CH2:10]2)=[CH:4][CH:3]=1.CC(C)([O-])C.[Na+].C1(P(C2C=CC=CC=2)C2C=CC3C(=CC=CC=3)C=2C2C3C(=CC=CC=3)C=CC=2P(C2C=CC=CC=2)C2C=CC=CC=2)C=CC=CC=1.[CH2:86]([NH2:93])[C:87]1[CH:92]=[CH:91][CH:90]=[CH:89][CH:88]=1.FC(F)(F)C([O-])=O.FC(F)(F)C([O-])=O.C(NC1[NH+]=CC(C[NH+]2CCC3(N(C4C=CC=C(F)C=4)C(=O)N=C3NC3CCCCC3)CC2)=CC=1)C1C=CC=CC=1. The catalyst class is: 187. (5) Reactant: [NH2:1][C:2]1[C:7]2[C:8]([CH2:11][O:12][C:13]3[CH:18]=[CH:17][CH:16]=[C:15]([O:19][CH2:20][C:21]4[CH:26]=[CH:25][C:24]([C:27]#[N:28])=[CH:23][CH:22]=4)[CH:14]=3)=[CH:9][S:10][C:6]=2[C:5]([C:29](O)=[O:30])=[CH:4][N:3]=1.O.ON1C2C=CC=CC=2N=N1.C(N=C=NC(C)C)(C)C.[CH2:52]([CH2:54][NH2:55])[OH:53]. The catalyst class is: 213. Product: [OH:53][CH2:52][CH2:54][NH:55][C:29]([C:5]1[C:6]2[S:10][CH:9]=[C:8]([CH2:11][O:12][C:13]3[CH:18]=[CH:17][CH:16]=[C:15]([O:19][CH2:20][C:21]4[CH:26]=[CH:25][C:24]([C:27]#[N:28])=[CH:23][CH:22]=4)[CH:14]=3)[C:7]=2[C:2]([NH2:1])=[N:3][CH:4]=1)=[O:30]. (6) Reactant: [CH3:1][O:2][CH2:3][CH2:4][CH2:5][NH:6][C:7]1[CH:12]=[C:11]([CH:13]([CH3:15])[CH3:14])[N:10]=[CH:9][C:8]=1[C:16]([O:18]CC)=[O:17].[OH-].[Na+].Cl. Product: [CH3:1][O:2][CH2:3][CH2:4][CH2:5][NH:6][C:7]1[CH:12]=[C:11]([CH:13]([CH3:14])[CH3:15])[N:10]=[CH:9][C:8]=1[C:16]([OH:18])=[O:17]. The catalyst class is: 8. (7) Reactant: [CH3:1][O:2][C:3]1[CH:8]=[C:7]([O:9][CH2:10][CH2:11][S:12][CH3:13])[CH:6]=[CH:5][C:4]=1[N+:14]([O-])=O.[NH4+].[Cl-]. Product: [CH3:1][O:2][C:3]1[CH:8]=[C:7]([O:9][CH2:10][CH2:11][S:12][CH3:13])[CH:6]=[CH:5][C:4]=1[NH2:14]. The catalyst class is: 284. (8) Reactant: [OH-:1].[Na+].N[C@@:4]([CH:8]1[CH2:13][CH2:12][CH2:11][CH2:10][CH2:9]1)([C:6]#C)C.CC[O:16][C:17]([CH3:19])=[O:18].O. Product: [C:8]1([CH2:19][C:17]([O:16][C:6](=[O:1])[CH2:4][C:8]2[CH:9]=[CH:10][CH:11]=[CH:12][CH:13]=2)=[O:18])[CH:13]=[CH:12][CH:11]=[CH:10][CH:9]=1. The catalyst class is: 22. (9) Reactant: [NH2:1][C:2]1[CH:3]=[N:4][CH:5]=[CH:6][CH:7]=1.[C:8](Cl)(=[O:14])[O:9][CH2:10][CH:11]([CH3:13])[CH3:12].[OH-].[Na+]. Product: [N:4]1[CH:5]=[CH:6][CH:7]=[C:2]([NH:1][C:8](=[O:14])[O:9][CH2:10][CH:11]([CH3:13])[CH3:12])[CH:3]=1. The catalyst class is: 6. (10) The catalyst class is: 5. Reactant: FC(F)(F)C([N:5]([C@@H:13]1[CH2:15][C@H:14]1[C:16]1[CH:21]=[CH:20][CH:19]=[CH:18][CH:17]=1)[CH2:6][CH:7]1[CH2:12][CH2:11][NH:10][CH2:9][CH2:8]1)=O.[CH:24]([C@H:26]1[CH2:31][CH2:30][C@H:29]([C:32]([O:34]C)=[O:33])[CH2:28][CH2:27]1)=O.C([BH3-])#N.[Na+].O. Product: [C:16]1([C@@H:14]2[CH2:15][C@H:13]2[NH:5][CH2:6][CH:7]2[CH2:8][CH2:9][N:10]([CH2:24][C@H:26]3[CH2:31][CH2:30][C@H:29]([C:32]([OH:34])=[O:33])[CH2:28][CH2:27]3)[CH2:11][CH2:12]2)[CH:17]=[CH:18][CH:19]=[CH:20][CH:21]=1.